This data is from Peptide-MHC class I binding affinity with 185,985 pairs from IEDB/IMGT. The task is: Regression. Given a peptide amino acid sequence and an MHC pseudo amino acid sequence, predict their binding affinity value. This is MHC class I binding data. The peptide sequence is GVVREFLTR. The MHC is HLA-A31:01 with pseudo-sequence HLA-A31:01. The binding affinity (normalized) is 0.371.